This data is from Full USPTO retrosynthesis dataset with 1.9M reactions from patents (1976-2016). The task is: Predict the reactants needed to synthesize the given product. (1) Given the product [Cl:1][C:2]1[CH:3]=[CH:4][C:5]2[N:11]3[C:12]([CH2:15][O:16][CH3:17])=[CH:13][CH:14]=[C:10]3[C@@H:9]([CH2:18][CH2:19][C:20]([N:22]3[CH2:23][CH2:24][CH:25]([CH2:28][C:29]([OH:31])=[O:30])[CH2:26][CH2:27]3)=[O:21])[O:8][C@H:7]([C:34]3[CH:39]=[CH:38][CH:37]=[C:36]([O:40][CH3:41])[C:35]=3[O:42][CH3:43])[C:6]=2[CH:44]=1, predict the reactants needed to synthesize it. The reactants are: [Cl:1][C:2]1[CH:3]=[CH:4][C:5]2[N:11]3[C:12]([CH2:15][O:16][CH3:17])=[CH:13][CH:14]=[C:10]3[C@@H:9]([CH2:18][CH2:19][C:20]([N:22]3[CH2:27][CH2:26][CH:25]([CH2:28][C:29]([O:31]CC)=[O:30])[CH2:24][CH2:23]3)=[O:21])[O:8][C@H:7]([C:34]3[CH:39]=[CH:38][CH:37]=[C:36]([O:40][CH3:41])[C:35]=3[O:42][CH3:43])[C:6]=2[CH:44]=1. (2) Given the product [C:36]([O:40][C:41]([N:43]1[CH2:48][CH2:47][CH:46]([CH2:49][NH:50][C:7](=[O:9])[C@@H:6]([NH:10][C:11](=[O:35])[C:12]2[CH:13]=[CH:14][C:15]([S:18](=[O:33])(=[O:34])[NH:19][C:20]3[CH:25]=[CH:24][CH:23]=[CH:22][C:21]=3[O:26][C:27]3[CH:28]=[CH:29][CH:30]=[CH:31][CH:32]=3)=[CH:16][CH:17]=2)[CH2:5][CH2:4][C:1](=[O:3])[NH2:2])[CH2:45][CH2:44]1)=[O:42])([CH3:39])([CH3:38])[CH3:37], predict the reactants needed to synthesize it. The reactants are: [C:1]([CH2:4][CH2:5][C@H:6]([NH:10][C:11](=[O:35])[C:12]1[CH:17]=[CH:16][C:15]([S:18](=[O:34])(=[O:33])[NH:19][C:20]2[CH:25]=[CH:24][CH:23]=[CH:22][C:21]=2[O:26][C:27]2[CH:32]=[CH:31][CH:30]=[CH:29][CH:28]=2)=[CH:14][CH:13]=1)[C:7]([OH:9])=O)(=[O:3])[NH2:2].[C:36]([O:40][C:41]([N:43]1[CH2:48][CH2:47][CH:46]([CH2:49][NH2:50])[CH2:45][CH2:44]1)=[O:42])([CH3:39])([CH3:38])[CH3:37]. (3) Given the product [N:23]([CH2:8][C:7]1[C:2]([CH3:1])=[N:3][C:4]([C:10]([F:13])([F:12])[F:11])=[CH:5][CH:6]=1)=[N+:24]=[N-:25], predict the reactants needed to synthesize it. The reactants are: [CH3:1][C:2]1[C:7]([CH2:8]O)=[CH:6][CH:5]=[C:4]([C:10]([F:13])([F:12])[F:11])[N:3]=1.C1C=CC(OP(OC2C=CC=CC=2)([N:23]=[N+:24]=[N-:25])=O)=CC=1.N12CCCN=C1CCCCC2. (4) Given the product [CH2:19]([O:12][C:3]1[C:2]([Br:1])=[C:11]2[C:6]([CH:7]=[CH:8][CH:9]=[N:10]2)=[CH:5][CH:4]=1)[C:20]1[CH:25]=[CH:24][CH:23]=[CH:22][CH:21]=1, predict the reactants needed to synthesize it. The reactants are: [Br:1][C:2]1[C:3]([OH:12])=[CH:4][CH:5]=[C:6]2[C:11]=1[N:10]=[CH:9][CH:8]=[CH:7]2.C([O-])([O-])=O.[K+].[K+].[CH2:19](Br)[C:20]1[CH:25]=[CH:24][CH:23]=[CH:22][CH:21]=1.